From a dataset of Full USPTO retrosynthesis dataset with 1.9M reactions from patents (1976-2016). Predict the reactants needed to synthesize the given product. (1) Given the product [Br:6][CH2:7][C:8]1[CH:16]=[CH:15][C:11]([C:12]([N:1]2[CH2:5][CH2:4][CH2:3][CH2:2]2)=[O:13])=[CH:10][CH:9]=1, predict the reactants needed to synthesize it. The reactants are: [NH:1]1[CH2:5][CH2:4][CH2:3][CH2:2]1.[Br:6][CH2:7][C:8]1[CH:16]=[CH:15][C:11]([C:12](Cl)=[O:13])=[CH:10][CH:9]=1.CCN(C(C)C)C(C)C.Cl. (2) Given the product [F:20][C:4]1[CH:3]=[C:2](/[N:1]=[CH:29]/[C:27]2[O:28][C:24]([N+:21]([O-:23])=[O:22])=[CH:25][CH:26]=2)[CH:7]=[CH:6][C:5]=1[N:8]1[CH2:13][CH2:12][CH:11]([C:14]2[O:18][C:17](=[O:19])[NH:16][N:15]=2)[CH2:10][CH2:9]1, predict the reactants needed to synthesize it. The reactants are: [NH2:1][C:2]1[CH:7]=[CH:6][C:5]([N:8]2[CH2:13][CH2:12][CH:11]([C:14]3[O:18][C:17](=[O:19])[NH:16][N:15]=3)[CH2:10][CH2:9]2)=[C:4]([F:20])[CH:3]=1.[N+:21]([C:24]1[O:28][C:27]([CH:29]=O)=[CH:26][CH:25]=1)([O-:23])=[O:22]. (3) Given the product [Cl:6][C:7]1[C:14]([Cl:15])=[CH:13][CH:12]=[C:11]([N+:16]([O-:18])=[O:17])[C:8]=1[CH:9]=[O:10], predict the reactants needed to synthesize it. The reactants are: S(=O)(=O)(O)O.[Cl:6][C:7]1[C:14]([Cl:15])=[CH:13][CH:12]=[CH:11][C:8]=1[CH:9]=[O:10].[N+:16]([O-])([OH:18])=[O:17]. (4) The reactants are: [CH3:1][O:2][C:3]1[CH:4]=[C:5]([C:15]2[O:16][C:17]3[CH:23]=[CH:22][CH:21]=[CH:20][C:18]=3[N:19]=2)[CH:6]=[CH:7][C:8]=1[CH2:9][N:10]1[CH:14]=CN=[N:11]1.BrCC1C=CC([C:32]2OC3C=CC=CC=3[N:36]=2)=CC=1OC.N1C=NC=N1. Given the product [CH3:1][O:2][C:3]1[CH:4]=[C:5]([C:15]2[O:16][C:17]3[CH:23]=[CH:22][CH:21]=[CH:20][C:18]=3[N:19]=2)[CH:6]=[CH:7][C:8]=1[CH2:9][N:10]1[CH:14]=[N:36][CH:32]=[N:11]1, predict the reactants needed to synthesize it.